From a dataset of Reaction yield outcomes from USPTO patents with 853,638 reactions. Predict the reaction yield, written as a fraction of the theoretical maximum amount of product (1.0 means a 100% yield; for example, 0.34 means a 34% yield). (1) The reactants are [Cl:1][C:2]1[CH:3]=[CH:4][C:5]([N:16]2[CH:20]=[C:19]([Si](C)(C)C)[N:18]=[N:17]2)=[C:6]([C:8]2[CH:13]=[C:12]([O:14][CH3:15])[N:11]=[CH:10][N:9]=2)[CH:7]=1.C1C(=O)N([Cl:32])C(=O)C1. The catalyst is C(#N)C. The product is [Cl:1][C:2]1[CH:3]=[CH:4][C:5]([N:16]2[CH:20]=[C:19]([Cl:32])[N:18]=[N:17]2)=[C:6]([C:8]2[CH:13]=[C:12]([O:14][CH3:15])[N:11]=[CH:10][N:9]=2)[CH:7]=1. The yield is 0.645. (2) The catalyst is O.O1CCOCC1.C1C=CC(P(C2C=CC=CC=2)[C-]2C=CC=C2)=CC=1.C1C=CC(P(C2C=CC=CC=2)[C-]2C=CC=C2)=CC=1.Cl[Pd]Cl.[Fe+2]. The product is [CH2:22]([C:24]1[O:25][C:26]2[C:32]([C:10]3[C:9]4[C:4](=[CH:5][CH:6]=[CH:7][CH:8]=4)[C:3](=[O:21])[N:2]([CH3:1])[CH:11]=3)=[CH:31][C:30]([S:34]([CH3:37])(=[O:36])=[O:35])=[CH:29][C:27]=2[CH:28]=1)[CH3:23]. The reactants are [CH3:1][N:2]1[CH:11]=[C:10](B2OC(C)(C)C(C)(C)O2)[C:9]2[C:4](=[CH:5][CH:6]=[CH:7][CH:8]=2)[C:3]1=[O:21].[CH2:22]([C:24]1[O:25][C:26]2[C:32](I)=[CH:31][C:30]([S:34]([CH3:37])(=[O:36])=[O:35])=[CH:29][C:27]=2[CH:28]=1)[CH3:23].C([O-])([O-])=O.[Na+].[Na+]. The yield is 0.330. (3) The reactants are [CH3:1][O:2][C:3](=[O:20])[CH2:4][CH:5]([N:7]1[CH2:12][CH2:11][N:10]([C:13]2[CH:18]=[CH:17][C:16]([OH:19])=[CH:15][CH:14]=2)[CH2:9][CH2:8]1)C.C([O-])([O-])=O.[K+].[K+].Br[CH2:28][C:29]#[CH:30]. The catalyst is CN(C=O)C. The product is [CH3:1][O:2][C:3](=[O:20])[CH2:4][CH2:5][N:7]1[CH2:8][CH2:9][N:10]([C:13]2[CH:14]=[CH:15][C:16]([O:19][CH2:30][C:29]#[CH:28])=[CH:17][CH:18]=2)[CH2:11][CH2:12]1. The yield is 0.380. (4) The reactants are [CH2:1]([C:8]1[CH:24]=[CH:23][C:11]2[NH:12][C:13]([CH:15](Cl)[C:16]3[CH:21]=[CH:20][CH:19]=[CH:18][CH:17]=3)=[N:14][C:10]=2[CH:9]=1)[C:2]1[CH:7]=[CH:6][CH:5]=[CH:4][CH:3]=1.[N:25]1([C:31]2[N:36]=[CH:35][CH:34]=[CH:33][N:32]=2)[CH2:30][CH2:29][NH:28][CH2:27][CH2:26]1.C(N(CC)CC)C.O. The catalyst is CN(C=O)C. The product is [CH2:1]([C:8]1[CH:24]=[CH:23][C:11]2[NH:12][C:13]([CH:15]([C:16]3[CH:21]=[CH:20][CH:19]=[CH:18][CH:17]=3)[N:28]3[CH2:29][CH2:30][N:25]([C:31]4[N:32]=[CH:33][CH:34]=[CH:35][N:36]=4)[CH2:26][CH2:27]3)=[N:14][C:10]=2[CH:9]=1)[C:2]1[CH:7]=[CH:6][CH:5]=[CH:4][CH:3]=1. The yield is 0.800. (5) The reactants are [NH2:1][C:2]1[N:3]=[C:4]([NH:17][CH:18]2[CH2:23][CH2:22][CH2:21][NH:20][CH2:19]2)[S:5][C:6]=1[C:7]([C:9]1[C:14]([F:15])=[CH:13][CH:12]=[CH:11][C:10]=1[F:16])=[O:8].[CH3:24][S:25](Cl)(=[O:27])=[O:26]. No catalyst specified. The product is [NH2:1][C:2]1[N:3]=[C:4]([NH:17][CH:18]2[CH2:23][CH2:22][CH2:21][N:20]([S:25]([CH3:24])(=[O:27])=[O:26])[CH2:19]2)[S:5][C:6]=1[C:7]([C:9]1[C:14]([F:15])=[CH:13][CH:12]=[CH:11][C:10]=1[F:16])=[O:8]. The yield is 0.680. (6) The reactants are [C:1]1([CH3:15])[CH:6]=[CH:5][C:4]([O:7][C:8]2[S:12][C:11]([C:13]#N)=[CH:10][CH:9]=2)=[CH:3][CH:2]=1.[H-].C([Al+]CC(C)C)C(C)C.[O:26]1CCCC1. No catalyst specified. The product is [C:1]1([CH3:15])[CH:6]=[CH:5][C:4]([O:7][C:8]2[S:12][C:11]([CH:13]=[O:26])=[CH:10][CH:9]=2)=[CH:3][CH:2]=1. The yield is 0.472.